This data is from Full USPTO retrosynthesis dataset with 1.9M reactions from patents (1976-2016). The task is: Predict the reactants needed to synthesize the given product. Given the product [CH3:1][O:2][C:3]([C:5]1[S:6][C:7]([N+:11]([O-:13])=[O:12])=[C:8]([S:22][C:17]2[CH:18]=[CH:19][CH:20]=[CH:21][C:16]=2[O:15][CH3:14])[CH:9]=1)=[O:4], predict the reactants needed to synthesize it. The reactants are: [CH3:1][O:2][C:3]([C:5]1[S:6][C:7]([N+:11]([O-:13])=[O:12])=[C:8](Br)[CH:9]=1)=[O:4].[CH3:14][O:15][C:16]1[CH:21]=[CH:20][CH:19]=[CH:18][C:17]=1[SH:22].